This data is from NCI-60 drug combinations with 297,098 pairs across 59 cell lines. The task is: Regression. Given two drug SMILES strings and cell line genomic features, predict the synergy score measuring deviation from expected non-interaction effect. (1) Drug 1: CCN(CC)CCCC(C)NC1=C2C=C(C=CC2=NC3=C1C=CC(=C3)Cl)OC. Drug 2: C1C(C(OC1N2C=NC(=NC2=O)N)CO)O. Cell line: NCI-H322M. Synergy scores: CSS=21.7, Synergy_ZIP=-5.60, Synergy_Bliss=-2.63, Synergy_Loewe=0.0620, Synergy_HSA=-0.447. (2) Drug 1: CC1=C(N=C(N=C1N)C(CC(=O)N)NCC(C(=O)N)N)C(=O)NC(C(C2=CN=CN2)OC3C(C(C(C(O3)CO)O)O)OC4C(C(C(C(O4)CO)O)OC(=O)N)O)C(=O)NC(C)C(C(C)C(=O)NC(C(C)O)C(=O)NCCC5=NC(=CS5)C6=NC(=CS6)C(=O)NCCC[S+](C)C)O. Drug 2: C#CCC(CC1=CN=C2C(=N1)C(=NC(=N2)N)N)C3=CC=C(C=C3)C(=O)NC(CCC(=O)O)C(=O)O. Cell line: MDA-MB-435. Synergy scores: CSS=-4.62, Synergy_ZIP=1.14, Synergy_Bliss=-0.0265, Synergy_Loewe=-3.27, Synergy_HSA=-2.78. (3) Drug 1: CN(C)N=NC1=C(NC=N1)C(=O)N. Drug 2: CC1C(C(CC(O1)OC2CC(CC3=C2C(=C4C(=C3O)C(=O)C5=CC=CC=C5C4=O)O)(C(=O)C)O)N)O. Cell line: MCF7. Synergy scores: CSS=33.3, Synergy_ZIP=-2.18, Synergy_Bliss=-2.34, Synergy_Loewe=-10.6, Synergy_HSA=0.187.